This data is from NCI-60 drug combinations with 297,098 pairs across 59 cell lines. The task is: Regression. Given two drug SMILES strings and cell line genomic features, predict the synergy score measuring deviation from expected non-interaction effect. Drug 1: C1=C(C(=O)NC(=O)N1)N(CCCl)CCCl. Drug 2: CC(C)NC(=O)C1=CC=C(C=C1)CNNC.Cl. Cell line: SF-295. Synergy scores: CSS=52.5, Synergy_ZIP=2.86, Synergy_Bliss=3.59, Synergy_Loewe=-4.01, Synergy_HSA=3.70.